Dataset: Forward reaction prediction with 1.9M reactions from USPTO patents (1976-2016). Task: Predict the product of the given reaction. (1) Given the reactants [Cl:1][C:2]1[N:3]=[C:4]([N:12]2[CH2:17][CH2:16][CH2:15][C@@H:14]([NH:18][C:19](=[O:21])[CH3:20])[CH2:13]2)[C:5]2[N:11]=[CH:10][CH:9]=[CH:8][C:6]=2[N:7]=1.[NH2:22][C:23]1[CH:24]=[C:25]([CH:28]=[C:29]([NH2:31])[CH:30]=1)[C:26]#[N:27], predict the reaction product. The product is: [ClH:1].[NH2:22][C:23]1[CH:30]=[C:29]([NH:31][C:2]2[N:3]=[C:4]([N:12]3[CH2:17][CH2:16][CH2:15][C@@H:14]([NH:18][C:19](=[O:21])[CH3:20])[CH2:13]3)[C:5]3[N:11]=[CH:10][CH:9]=[CH:8][C:6]=3[N:7]=2)[CH:28]=[C:25]([C:26]#[N:27])[CH:24]=1. (2) Given the reactants [CH3:1][C:2]1([CH3:14])[S:6][C@@H:5]2[C@H:7]([NH2:10])[C:8](=[O:9])[N:4]2[C@H:3]1[C:11]([OH:13])=[O:12].O=S(Cl)Cl.[C:19](Cl)(C(Cl)=O)=O.[Si](C=[N+]=[N-])(C)(C)C, predict the reaction product. The product is: [NH2:10][C@@H:7]1[C:8](=[O:9])[N:4]2[C@H:5]1[S:6][C:2]([CH3:14])([CH3:1])[C@@H:3]2[C:11]([O:13][CH3:19])=[O:12]. (3) Given the reactants [CH3:1]/[CH:2]=[C:3]1/[C:4]([NH:6][C@@H:7]([CH:34]([CH3:36])[CH3:35])[C:8]([O:10][C@H:11](/[CH:29]=[CH:30]/[CH2:31][CH2:32][SH:33])[CH2:12][C:13]([CH2:15][C@H:16]([CH:26]([CH3:28])[CH3:27])[C:17]([NH:19][C@H:20]([CH2:24][SH:25])[C:21]([NH:23]/1)=[O:22])=[O:18])=[O:14])=[O:9])=[O:5].[CH2:37]([OH:48])[C@H:38]([C@H:40]([C@@H:42]([C@@H:44]([CH2:46][OH:47])[OH:45])[OH:43])[OH:41])[OH:39].C(O)C(O)C.OP([O-])(O)=O.[Na+].OP([O-])([O-])=O.[Na+].[Na+], predict the reaction product. The product is: [CH3:1]/[CH:2]=[C:3]1/[C:4]([NH:6][C@@H:7]([CH:34]([CH3:36])[CH3:35])[C:8]([O:10][C@H:11](/[CH:29]=[CH:30]/[CH2:31][CH2:32][SH:33])[CH2:12][C:13]([CH2:15][C@H:16]([CH:26]([CH3:27])[CH3:28])[C:17]([NH:19][C@H:20]([CH2:24][SH:25])[C:21]([NH:23]/1)=[O:22])=[O:18])=[O:14])=[O:9])=[O:5].[CH2:46]([OH:47])[C@H:44]([C@H:42]([C@@H:40]([C@@H:38]([CH2:37][OH:48])[OH:39])[OH:41])[OH:43])[OH:45]. (4) The product is: [C:8]([C:12]1[CH:16]=[C:15]([NH:17][C:18]([NH:28][C:29]2[C:38]3[C:33](=[CH:34][CH:35]=[CH:36][CH:37]=3)[C:32]([O:39][C:40]3[CH:45]=[CH:44][N:43]=[C:42]([NH:46][C:47]4[CH:52]=[C:51]([O:53][CH3:54])[CH:50]=[C:49]([S:55]([CH:58]5[CH2:59][CH2:60]5)(=[O:56])=[O:57])[CH:48]=4)[N:41]=3)=[CH:31][CH:30]=2)=[O:26])[N:14]([CH3:27])[N:13]=1)([CH3:9])([CH3:10])[CH3:11]. Given the reactants C(N(CC)CC)C.[C:8]([C:12]1[CH:16]=[C:15]([NH:17][C:18](=[O:26])OC2C=CC=CC=2)[N:14]([CH3:27])[N:13]=1)([CH3:11])([CH3:10])[CH3:9].[NH2:28][C:29]1[C:38]2[C:33](=[CH:34][CH:35]=[CH:36][CH:37]=2)[C:32]([O:39][C:40]2[CH:45]=[CH:44][N:43]=[C:42]([NH:46][C:47]3[CH:52]=[C:51]([O:53][CH3:54])[CH:50]=[C:49]([S:55]([CH:58]4[CH2:60][CH2:59]4)(=[O:57])=[O:56])[CH:48]=3)[N:41]=2)=[CH:31][CH:30]=1, predict the reaction product. (5) Given the reactants [Cl:1][C:2]1[CH:3]=[C:4]([OH:8])[CH:5]=[CH:6][CH:7]=1.CC(C)([O-])C.Cl[CH2:15][C:16]([NH:18][CH:19]1[CH2:22][N:21]([CH2:23][C:24]2[CH:28]=[CH:27][N:26]([C:29]3[CH:34]=[CH:33][C:32]([C:35]([F:38])([F:37])[F:36])=[CH:31][CH:30]=3)[CH:25]=2)[CH2:20]1)=[O:17], predict the reaction product. The product is: [Cl:1][C:2]1[CH:3]=[C:4]([CH:5]=[CH:6][CH:7]=1)[O:8][CH2:15][C:16]([NH:18][CH:19]1[CH2:22][N:21]([CH2:23][C:24]2[CH:28]=[CH:27][N:26]([C:29]3[CH:34]=[CH:33][C:32]([C:35]([F:37])([F:36])[F:38])=[CH:31][CH:30]=3)[CH:25]=2)[CH2:20]1)=[O:17]. (6) Given the reactants [CH2:1]([O:4][CH:5]1[C:10](=O)[CH2:9][CH2:8][N:7]([C:12]([O:14][C:15]([CH3:18])([CH3:17])[CH3:16])=[O:13])[CH2:6]1)[CH:2]=[CH2:3].[CH2:19]([NH2:26])[C:20]1[CH:25]=[CH:24][CH:23]=[CH:22][CH:21]=1.C(O[BH-](OC(=O)C)OC(=O)C)(=O)C.[Na+], predict the reaction product. The product is: [CH2:19]([NH:26][C@H:10]1[CH2:9][CH2:8][N:7]([C:12]([O:14][C:15]([CH3:18])([CH3:17])[CH3:16])=[O:13])[CH2:6][C@H:5]1[O:4][CH2:1][CH:2]=[CH2:3])[C:20]1[CH:25]=[CH:24][CH:23]=[CH:22][CH:21]=1. (7) Given the reactants [NH2:1][C:2]1[CH:9]=[CH:8][CH:7]=[C:6]([O:10][CH2:11][C@H:12]2[CH2:17][CH2:16][CH2:15][N:14]([C:18](=[O:23])[CH2:19][CH:20]([CH3:22])[CH3:21])[CH2:13]2)[C:3]=1[C:4]#[N:5].[S:24](Cl)(=[O:27])(=[O:26])[NH2:25].O, predict the reaction product. The product is: [S:24]([NH:1][C:2]1[CH:9]=[CH:8][CH:7]=[C:6]([O:10][CH2:11][C@H:12]2[CH2:17][CH2:16][CH2:15][N:14]([C:18](=[O:23])[CH2:19][CH:20]([CH3:21])[CH3:22])[CH2:13]2)[C:3]=1[C:4]#[N:5])(=[O:27])(=[O:26])[NH2:25]. (8) Given the reactants [F:1][C:2]1[CH:29]=[CH:28][C:5]([CH2:6][N:7]2[C:15]3[C:10](=[CH:11][C:12]([S:16]([CH3:19])(=[O:18])=[O:17])=[CH:13][CH:14]=3)[CH:9]=[C:8]2[C:20](=O)[C:21]2[CH:26]=[CH:25][CH:24]=[N:23][CH:22]=2)=[CH:4][CH:3]=1.O.NN.[OH-].[K+].C(O)CO, predict the reaction product. The product is: [F:1][C:2]1[CH:3]=[CH:4][C:5]([CH2:6][N:7]2[C:15]3[C:10](=[CH:11][C:12]([S:16]([CH3:19])(=[O:18])=[O:17])=[CH:13][CH:14]=3)[CH:9]=[C:8]2[CH2:20][C:21]2[CH:22]=[N:23][CH:24]=[CH:25][CH:26]=2)=[CH:28][CH:29]=1. (9) Given the reactants C[Si]([N-][Si](C)(C)C)(C)C.[Na+].[Cl:11][C:12]1[CH:17]=[CH:16][C:15]([CH2:18][C:19]([OH:21])=O)=[CH:14][CH:13]=1.[Cl:22][C:23]1[CH:32]=[C:31]([Cl:33])[CH:30]=[CH:29][C:24]=1C(OC)=O, predict the reaction product. The product is: [Cl:11][C:12]1[CH:13]=[CH:14][C:15]([CH2:18][C:19]([C:30]2[CH:29]=[CH:24][C:23]([Cl:22])=[CH:32][C:31]=2[Cl:33])=[O:21])=[CH:16][CH:17]=1. (10) Given the reactants [Cl:1][C:2]1[CH:3]=[C:4]([NH:19]C(=O)OC(C)(C)C)[CH:5]=[C:6]([F:18])[C:7]=1[C:8]1[S:9][C:10]2[C:11](Cl)=[N:12][CH:13]=[CH:14][C:15]=2[N:16]=1.[CH3:27][C:28]1[N:33]=[CH:32][N:31]=[C:30]([NH2:34])[CH:29]=1.CC1(C)C2C(=C(P(C3C=CC=CC=3)C3C=CC=CC=3)C=CC=2)OC2C(P(C3C=CC=CC=3)C3C=CC=CC=3)=CC=CC1=2.C([O-])([O-])=O.[Cs+].[Cs+], predict the reaction product. The product is: [NH2:19][C:4]1[CH:5]=[C:6]([F:18])[C:7]([C:8]2[S:9][C:10]3[C:11]([NH:34][C:30]4[CH:29]=[C:28]([CH3:27])[N:33]=[CH:32][N:31]=4)=[N:12][CH:13]=[CH:14][C:15]=3[N:16]=2)=[C:2]([Cl:1])[CH:3]=1.